This data is from Full USPTO retrosynthesis dataset with 1.9M reactions from patents (1976-2016). The task is: Predict the reactants needed to synthesize the given product. (1) Given the product [Br:15][C:12]1[CH:13]=[C:8]([CH2:7][C:2]2[CH:3]=[CH:4][CH:5]=[CH:6][N:1]=2)[C:9]([NH2:14])=[N:10][CH:11]=1, predict the reactants needed to synthesize it. The reactants are: [N:1]1[CH:6]=[CH:5][CH:4]=[CH:3][C:2]=1[CH2:7][C:8]1[C:9]([NH2:14])=[N:10][CH:11]=[CH:12][CH:13]=1.[Br:15]N1C(=O)CCC1=O. (2) Given the product [Br:1][C:2]1[CH:3]=[C:4]2[C:9](=[CH:10][CH:11]=1)[CH:8]=[C:7]([C:12](=[O:14])[CH3:13])[CH:6]=[CH:5]2, predict the reactants needed to synthesize it. The reactants are: [Br:1][C:2]1[CH:11]=[CH:10][C:9]2[C:4](=[CH:5][CH:6]=[CH:7][CH:8]=2)[CH:3]=1.[C:12](Cl)(=[O:14])[CH3:13].[Al+3].[Cl-].[Cl-].[Cl-]. (3) Given the product [ClH:35].[Br:9][CH:1]([C:3]1[CH:8]=[CH:7][CH:6]=[CH:5][N:4]=1)[CH3:2], predict the reactants needed to synthesize it. The reactants are: [CH2:1]([C:3]1[CH:8]=[CH:7][CH:6]=[CH:5][N:4]=1)[CH3:2].[Br:9]N1C(=O)CCC1=O.C(OOC(=O)C1C=CC=CC=1)(=O)C1C=CC=CC=1.[Cl:35]C(Cl)(Cl)C. (4) Given the product [NH2:12][C:6]1[CH:5]=[C:4]([N+:1]([O-:3])=[O:2])[CH:15]=[CH:14][C:7]=1[C:8]([NH:24][C:21]1[CH:22]=[CH:23][C:18]([O:17][CH3:16])=[CH:19][CH:20]=1)=[O:10], predict the reactants needed to synthesize it. The reactants are: [N+:1]([C:4]1[CH:5]=[C:6]2[NH:12]C(=O)[O:10][C:8](=O)[C:7]2=[CH:14][CH:15]=1)([O-:3])=[O:2].[CH3:16][O:17][C:18]1[CH:23]=[CH:22][C:21]([NH2:24])=[CH:20][CH:19]=1. (5) Given the product [Cl:12][C:13]1[CH:18]=[CH:17][C:16]([C:2]2[O:3][CH:4]=[C:5]([C:7]([O:9][CH2:10][CH3:11])=[O:8])[N:6]=2)=[CH:15][C:14]=1[CH3:22], predict the reactants needed to synthesize it. The reactants are: I[C:2]1[O:3][CH:4]=[C:5]([C:7]([O:9][CH2:10][CH3:11])=[O:8])[N:6]=1.[Cl:12][C:13]1[CH:18]=[CH:17][C:16](B(O)O)=[CH:15][C:14]=1[CH3:22].C(=O)([O-])[O-].[Cs+].[Cs+]. (6) Given the product [Cl:47][C:48]1[C:49]([F:57])=[C:50]([CH:54]=[CH:55][CH:56]=1)[C:51]([N:19]([CH2:20][CH2:21][CH2:22][NH:23][C:24](=[O:33])[O:25][CH2:26][C:27]1[CH:28]=[CH:29][CH:30]=[CH:31][CH:32]=1)[C@@H:15]([C:6]1[N:7]([NH:8][C:9]2[CH:10]=[CH:11][CH:12]=[CH:13][CH:14]=2)[C:2](=[O:1])[C:3]2[N:37]=[CH:36][CH:35]=[CH:34][C:4]=2[N:5]=1)[CH2:16][C:17]#[CH:18])=[O:52], predict the reactants needed to synthesize it. The reactants are: [O:1]=[C:2]1[N:7]([NH:8][C:9]2[CH:14]=[CH:13][CH:12]=[CH:11][CH:10]=2)[C:6]([C@H:15]([NH:19][CH2:20][CH2:21][CH2:22][NH:23][C:24](=[O:33])[O:25][CH2:26][C:27]2[CH:32]=[CH:31][CH:30]=[CH:29][CH:28]=2)[CH2:16][C:17]#[CH:18])=[N:5][C:4]2[CH:34]=[CH:35][CH:36]=[N:37][C:3]1=2.C(N(C(C)C)CC)(C)C.[Cl:47][C:48]1[C:49]([F:57])=[C:50]([CH:54]=[CH:55][CH:56]=1)[C:51](Cl)=[O:52].